From a dataset of Forward reaction prediction with 1.9M reactions from USPTO patents (1976-2016). Predict the product of the given reaction. (1) Given the reactants [CH2:1]([N:3]1[CH:7]=[C:6]([B:8]2[O:12][C:11]([CH3:14])([CH3:13])[C:10]([CH3:16])([CH3:15])[O:9]2)[CH:5]=[N:4]1)[CH3:2].BrC1C=NN([CH:23]2CC[O:25][CH2:24]2)C=1, predict the reaction product. The product is: [O:25]1[CH2:24][CH2:23][CH:1]([N:3]2[CH:7]=[C:6]([B:8]3[O:12][C:11]([CH3:14])([CH3:13])[C:10]([CH3:15])([CH3:16])[O:9]3)[CH:5]=[N:4]2)[CH2:2]1. (2) Given the reactants [NH2:1][C:2]1[N:6]([CH3:7])[C:5](=[O:8])[C:4]([C:19]2[CH:24]=[CH:23][C:22]([F:25])=[C:21](Br)[CH:20]=2)([C:9]2[CH:14]=[CH:13][C:12]([O:15][CH:16]([F:18])[F:17])=[CH:11][CH:10]=2)[N:3]=1.[CH3:27][S:28]([O:31][C:32]1[CH:37]=[C:36](B2OC(C)(C)C(C)(C)O2)[CH:35]=[C:34]([O:47][CH3:48])[CH:33]=1)(=[O:30])=[O:29].[ClH:49], predict the reaction product. The product is: [ClH:49].[CH3:27][S:28]([O:31][C:32]1[CH:37]=[C:36]([C:21]2[CH:20]=[C:19]([C:4]3([C:9]4[CH:14]=[CH:13][C:12]([O:15][CH:16]([F:17])[F:18])=[CH:11][CH:10]=4)[C:5](=[O:8])[N:6]([CH3:7])[C:2]([NH2:1])=[N:3]3)[CH:24]=[CH:23][C:22]=2[F:25])[CH:35]=[C:34]([O:47][CH3:48])[CH:33]=1)(=[O:30])=[O:29].